Dataset: Catalyst prediction with 721,799 reactions and 888 catalyst types from USPTO. Task: Predict which catalyst facilitates the given reaction. (1) Reactant: O.[C:2]1(C)C=CC(S(O)(=O)=O)=CC=1.[F:13][C:14]([F:22])([C:18]([OH:21])([CH3:20])[CH3:19])[C:15]([OH:17])=[O:16].C(=O)([O-])O.[Na+]. Product: [F:13][C:14]([F:22])([C:18]([OH:21])([CH3:20])[CH3:19])[C:15]([O:17][CH3:2])=[O:16]. The catalyst class is: 5. (2) Reactant: Br[C:2]1[CH:7]=[CH:6][CH:5]=[C:4]([O:8][CH3:9])[N:3]=1.[Li]CCCC.[CH:15](=[O:17])[CH3:16]. Product: [CH3:9][O:8][C:4]1[N:3]=[C:2]([CH:15]([OH:17])[CH3:16])[CH:7]=[CH:6][CH:5]=1. The catalyst class is: 1. (3) Reactant: [C:1]1([C:6]2[CH:7]=[CH:8][C:9]([C:17]([OH:19])=[O:18])=[N:10][C:11]=2[O:12][CH2:13][CH:14]2[CH2:16][CH2:15]2)[CH2:5][CH2:4][CH2:3][CH:2]=1.[H][H]. Product: [CH:1]1([C:6]2[CH:7]=[CH:8][C:9]([C:17]([OH:19])=[O:18])=[N:10][C:11]=2[O:12][CH2:13][CH:14]2[CH2:15][CH2:16]2)[CH2:2][CH2:3][CH2:4][CH2:5]1. The catalyst class is: 29.